Dataset: Reaction yield outcomes from USPTO patents with 853,638 reactions. Task: Predict the reaction yield, written as a fraction of the theoretical maximum amount of product (1.0 means a 100% yield; for example, 0.34 means a 34% yield). The reactants are [NH2:1][C:2]1[CH:10]=[C:9]([Cl:11])[CH:8]=[CH:7][C:3]=1[C:4](O)=[O:5].C1C=CC2N(O)N=[N:18]C=2C=1.[NH4+].[OH-].O. The catalyst is CN(C=O)C. The product is [NH2:1][C:2]1[CH:10]=[C:9]([Cl:11])[CH:8]=[CH:7][C:3]=1[C:4]([NH2:18])=[O:5]. The yield is 0.876.